From a dataset of Catalyst prediction with 721,799 reactions and 888 catalyst types from USPTO. Predict which catalyst facilitates the given reaction. (1) Reactant: [O:1]=[C:2]1[N:7]([C:8]2[CH:13]=[CH:12][CH:11]=[C:10]([C:14]([F:17])([F:16])[F:15])[CH:9]=2)[C:6]2[CH2:18][CH2:19][C:20](=[O:21])[C:5]=2[CH:4]([C:22]2[CH:29]=[CH:28][C:25]([C:26]#[N:27])=[CH:24][CH:23]=2)[NH:3]1.[H-].[Na+].Cl[C:33]([O:35][CH3:36])=[O:34].O. Product: [C:26]([C:25]1[CH:24]=[CH:23][C:22]([CH:4]2[N:3]([C:33]([O:35][CH3:36])=[O:34])[C:2](=[O:1])[N:7]([C:8]3[CH:13]=[CH:12][CH:11]=[C:10]([C:14]([F:15])([F:16])[F:17])[CH:9]=3)[C:6]3[CH2:18][CH2:19][C:20](=[O:21])[C:5]2=3)=[CH:29][CH:28]=1)#[N:27]. The catalyst class is: 7. (2) Reactant: CS(C)=O.[NH2:5][CH:6]1[CH2:11][CH2:10][N:9]([C:12]2[CH:13]=[C:14]([C:19]([F:22])=[CH:20][CH:21]=2)[C:15]([O:17][CH3:18])=[O:16])[CH2:8][CH2:7]1.C(N(C(C)C)CC)(C)C.Br[C:33]1[N:38]=[CH:37][CH:36]=[CH:35][N:34]=1. Product: [F:22][C:19]1[C:14]([C:15]([O:17][CH3:18])=[O:16])=[CH:13][C:12]([N:9]2[CH2:10][CH2:11][CH:6]([NH:5][C:33]3[N:38]=[CH:37][CH:36]=[CH:35][N:34]=3)[CH2:7][CH2:8]2)=[CH:21][CH:20]=1. The catalyst class is: 6. (3) Reactant: [Li]CCCC.[C:6]([O:10][C:11](=[O:19])[NH:12][S:13]([CH:16]1[CH2:18][CH2:17]1)(=[O:15])=[O:14])([CH3:9])([CH3:8])[CH3:7].[CH3:20][O:21][CH2:22][CH2:23][O:24][CH2:25]Cl. Product: [C:6]([O:10][C:11](=[O:19])[NH:12][S:13]([C:16]1([CH2:20][O:21][CH2:22][CH2:23][O:24][CH3:25])[CH2:18][CH2:17]1)(=[O:15])=[O:14])([CH3:9])([CH3:7])[CH3:8]. The catalyst class is: 1. (4) Reactant: [CH3:1][O:2][C:3]1[CH:8]=[CH:7][C:6]([SH:9])=[CH:5][CH:4]=1.[C:10]([O:14][CH3:15])(=[O:13])[CH:11]=[CH2:12].C(=O)([O-])[O-].[K+].[K+]. Product: [CH3:1][O:2][C:3]1[CH:8]=[CH:7][C:6]([S:9][CH2:12][CH2:11][C:10]([O:14][CH3:15])=[O:13])=[CH:5][CH:4]=1. The catalyst class is: 4. (5) Reactant: [Si]([O:8][CH2:9][CH:10]([N:23]1[CH2:40][CH2:39][C:26]2([C:30](=[O:31])[N:29]([C:32]3[CH2:33][O:34][C:35](=[O:38])[C:36]=3[CH3:37])[CH2:28][CH2:27]2)[CH2:25][CH2:24]1)[CH2:11][C:12]1[C:13]([CH3:22])=[C:14]2[C:18](=[CH:19][CH:20]=1)[C:17](=[O:21])[O:16][CH2:15]2)(C(C)(C)C)(C)C.FC(F)(F)C(O)=O. Product: [OH:8][CH2:9][CH:10]([N:23]1[CH2:40][CH2:39][C:26]2([C:30](=[O:31])[N:29]([C:32]3[CH2:33][O:34][C:35](=[O:38])[C:36]=3[CH3:37])[CH2:28][CH2:27]2)[CH2:25][CH2:24]1)[CH2:11][C:12]1[C:13]([CH3:22])=[C:14]2[C:18](=[CH:19][CH:20]=1)[C:17](=[O:21])[O:16][CH2:15]2. The catalyst class is: 2. (6) Reactant: [OH:1][C:2]([CH3:36])([CH3:35])[CH2:3][C@:4]1([C:29]2[CH:34]=[CH:33][CH:32]=[CH:31][CH:30]=2)[CH2:10][CH2:9][CH2:8][N:7]([C@H:11]([C:13]2[CH:18]=[CH:17][C:16](B3OC(C)(C)C(C)(C)O3)=[CH:15][CH:14]=2)[CH3:12])[C:6](=[O:28])[NH:5]1.Br[C:38]1[CH:43]=[CH:42][N:41]([CH3:44])[C:40](=[O:45])[CH:39]=1.C([O-])([O-])=O.[Na+].[Na+]. Product: [OH:1][C:2]([CH3:35])([CH3:36])[CH2:3][C@:4]1([C:29]2[CH:30]=[CH:31][CH:32]=[CH:33][CH:34]=2)[CH2:10][CH2:9][CH2:8][N:7]([C@H:11]([C:13]2[CH:14]=[CH:15][C:16]([C:38]3[CH:43]=[CH:42][N:41]([CH3:44])[C:40](=[O:45])[CH:39]=3)=[CH:17][CH:18]=2)[CH3:12])[C:6](=[O:28])[NH:5]1. The catalyst class is: 658. (7) Reactant: [Cl:1][CH2:2][CH2:3][S:4][C:5]1[CH:13]=[CH:12][C:8]([C:9](Cl)=[O:10])=[CH:7][C:6]=1[N+:14]([O-:16])=[O:15].[CH2:17]([NH2:21])[CH:18]([CH3:20])[CH3:19]. Product: [Cl:1][CH2:2][CH2:3][S:4][C:5]1[CH:13]=[CH:12][C:8]([C:9]([NH:21][CH2:17][CH:18]([CH3:20])[CH3:19])=[O:10])=[CH:7][C:6]=1[N+:14]([O-:16])=[O:15]. The catalyst class is: 793.